This data is from Retrosynthesis with 50K atom-mapped reactions and 10 reaction types from USPTO. The task is: Predict the reactants needed to synthesize the given product. (1) Given the product COC(=O)C1CC=C(c2ccc3cc(O)ccc3n2)CC1, predict the reactants needed to synthesize it. The reactants are: COC(=O)C1CC=C(B2OC(C)(C)C(C)(C)O2)CC1.Oc1ccc2nc(Cl)ccc2c1. (2) The reactants are: CC1(C(=O)c2c[nH]c3ncc(Br)nc23)CCCC1.CC1(C)OB(c2cccc(N3CCOCC3)c2)OC1(C)C. Given the product CC1(C(=O)c2c[nH]c3ncc(-c4cccc(N5CCOCC5)c4)nc23)CCCC1, predict the reactants needed to synthesize it. (3) The reactants are: COc1nc(Cl)ncc1Br.Cc1cc(C)cc(N)c1. Given the product COc1nc(Nc2cc(C)cc(C)c2)ncc1Br, predict the reactants needed to synthesize it. (4) The reactants are: CC1(C)CC(=O)N(CCCCCCN2CC[C@@H]3c4cccc(O)c4CC[C@@H]32)C(=O)C1.CN(C)C(=O)Cl. Given the product CN(C)C(=O)Oc1cccc2c1CC[C@H]1[C@@H]2CCN1CCCCCCN1C(=O)CC(C)(C)CC1=O, predict the reactants needed to synthesize it.